From a dataset of Reaction yield outcomes from USPTO patents with 853,638 reactions. Predict the reaction yield, written as a fraction of the theoretical maximum amount of product (1.0 means a 100% yield; for example, 0.34 means a 34% yield). The reactants are [Cl:1][C:2]1[C:10]([OH:11])=[CH:9][CH:8]=[C:7]2[C:3]=1[CH:4]=[C:5]([C:17]([O:19][CH2:20][CH3:21])=[O:18])[N:6]2[CH2:12][C:13]([F:16])([F:15])[F:14].N1C=CC=CC=1.[S:28](O[S:28]([C:31]([F:34])([F:33])[F:32])(=[O:30])=[O:29])([C:31]([F:34])([F:33])[F:32])(=[O:30])=[O:29]. The catalyst is C(Cl)Cl. The product is [Cl:1][C:2]1[C:10]([O:11][S:28]([C:31]([F:34])([F:33])[F:32])(=[O:30])=[O:29])=[CH:9][CH:8]=[C:7]2[C:3]=1[CH:4]=[C:5]([C:17]([O:19][CH2:20][CH3:21])=[O:18])[N:6]2[CH2:12][C:13]([F:16])([F:14])[F:15]. The yield is 0.720.